Dataset: Full USPTO retrosynthesis dataset with 1.9M reactions from patents (1976-2016). Task: Predict the reactants needed to synthesize the given product. (1) Given the product [F:1][C:2]1[C:3]([CH2:24][NH:25][CH3:26])=[CH:4][N:5]([S:14]([C:17]2[CH:18]=[N:19][CH:20]=[C:21]([CH3:23])[CH:22]=2)(=[O:16])=[O:15])[C:6]=1[C:7]1[C:8]([F:13])=[N:9][CH:10]=[CH:11][CH:12]=1, predict the reactants needed to synthesize it. The reactants are: [F:1][C:2]1[C:3]([CH2:24][N:25](C)[C:26](=O)OC(C)(C)C)=[CH:4][N:5]([S:14]([C:17]2[CH:18]=[N:19][CH:20]=[C:21]([CH3:23])[CH:22]=2)(=[O:16])=[O:15])[C:6]=1[C:7]1[C:8]([F:13])=[N:9][CH:10]=[CH:11][CH:12]=1.C(OCC)(=O)C.Cl. (2) The reactants are: Cl[C:2]1[N:3]=[C:4]([N:22]2[CH2:27][CH2:26][O:25][CH2:24][CH2:23]2)[C:5]2[S:10][C:9]([CH2:11][N:12]3[CH2:17][CH2:16][N:15]([S:18]([CH3:21])(=[O:20])=[O:19])[CH2:14][CH2:13]3)=[CH:8][C:6]=2[N:7]=1.[CH3:28][O:29][C:30]1[CH:35]=[CH:34][N:33]=[CH:32][C:31]=1B(O)O. Given the product [CH3:28][O:29][C:30]1[CH:35]=[CH:34][N:33]=[CH:32][C:31]=1[C:2]1[N:3]=[C:4]([N:22]2[CH2:27][CH2:26][O:25][CH2:24][CH2:23]2)[C:5]2[S:10][C:9]([CH2:11][N:12]3[CH2:17][CH2:16][N:15]([S:18]([CH3:21])(=[O:20])=[O:19])[CH2:14][CH2:13]3)=[CH:8][C:6]=2[N:7]=1, predict the reactants needed to synthesize it. (3) Given the product [CH3:1][S:2]([NH:5][CH:6]1[CH2:10][CH2:9][CH:8]([NH:11][C:12]([C:14]2[C:22]3[C:17](=[N:18][CH:19]=[C:20]([C:23]4[C:31]5[C:26](=[CH:27][C:28]([Cl:32])=[CH:29][CH:30]=5)[N:25]([CH3:33])[N:24]=4)[N:21]=3)[NH:16][CH:15]=2)=[O:13])[CH2:7]1)(=[O:4])=[O:3], predict the reactants needed to synthesize it. The reactants are: [CH3:1][S:2]([NH:5][CH:6]1[CH2:10][CH2:9][CH:8]([NH:11][C:12]([C:14]2[C:22]3[C:17](=[N:18][CH:19]=[C:20]([C:23]4[C:31]5[C:26](=[CH:27][C:28]([Cl:32])=[CH:29][CH:30]=5)[N:25]([CH3:33])[N:24]=4)[N:21]=3)[N:16](COCC[Si](C)(C)C)[CH:15]=2)=[O:13])[CH2:7]1)(=[O:4])=[O:3].FC(F)(F)C(O)=O.C(N)CN. (4) Given the product [Cl:1][C:2]1[C:3]([N:12]2[CH:16]=[C:15]([CH:17]=[O:18])[C:14]([CH3:21])=[N:13]2)=[N:4][CH:5]=[C:6]([C:8]([F:10])([F:11])[F:9])[CH:7]=1, predict the reactants needed to synthesize it. The reactants are: [Cl:1][C:2]1[C:3]([N:12]2[CH:16]=[C:15]([C:17](OC)=[O:18])[C:14]([CH3:21])=[N:13]2)=[N:4][CH:5]=[C:6]([C:8]([F:11])([F:10])[F:9])[CH:7]=1.[H-].C([Al+]CC(C)C)C(C)C.Cl. (5) Given the product [CH3:42][O:43][C:44]1[CH:51]=[CH:50][C:47]([CH2:48][NH:49][C:30]([C:28]2[CH:27]=[CH:26][C:12]3[N:13]([CH2:14][C:15]4[CH:20]=[CH:19][C:18]([O:21][C:22]([F:23])([F:25])[F:24])=[CH:17][CH:16]=4)[C:9]([CH2:8][O:1][C:2]4[CH:7]=[CH:6][CH:5]=[CH:4][CH:3]=4)=[N:10][C:11]=3[CH:29]=2)=[O:32])=[CH:46][CH:45]=1, predict the reactants needed to synthesize it. The reactants are: [O:1]([CH2:8][C:9]1[N:13]([CH2:14][C:15]2[CH:20]=[CH:19][C:18]([O:21][C:22]([F:25])([F:24])[F:23])=[CH:17][CH:16]=2)[C:12]2[CH:26]=[CH:27][C:28]([C:30]([OH:32])=O)=[CH:29][C:11]=2[N:10]=1)[C:2]1[CH:7]=[CH:6][CH:5]=[CH:4][CH:3]=1.CC(C)N=C=NC(C)C.[CH3:42][O:43][C:44]1[CH:51]=[CH:50][C:47]([CH2:48][NH2:49])=[CH:46][CH:45]=1.